Dataset: Reaction yield outcomes from USPTO patents with 853,638 reactions. Task: Predict the reaction yield, written as a fraction of the theoretical maximum amount of product (1.0 means a 100% yield; for example, 0.34 means a 34% yield). (1) The reactants are C([S:20][CH2:21][CH2:22][CH2:23][S:24][CH2:25][CH2:26][CH2:27][S:28][CH2:29][CH2:30][O:31][CH2:32][CH2:33][O:34][CH2:35][CH2:36][S:37][CH2:38][CH2:39][CH2:40][S:41][CH2:42][CH2:43][CH2:44][S:45]C(C1C=CC=CC=1)(C1C=CC=CC=1)C1C=CC=CC=1)(C1C=CC=CC=1)(C1C=CC=CC=1)C1C=CC=CC=1. The catalyst is FC(F)(F)C(O)=O.C(Cl)Cl. The product is [SH:45][CH2:44][CH2:43][CH2:42][S:41][CH2:40][CH2:39][CH2:38][S:37][CH2:36][CH2:35][O:34][CH2:33][CH2:32][O:31][CH2:30][CH2:29][S:28][CH2:27][CH2:26][CH2:25][S:24][CH2:23][CH2:22][CH2:21][SH:20]. The yield is 0.580. (2) The reactants are Cl.Cl[C:3]1[C:8]([CH3:9])=[CH:7][N:6]=[CH:5][C:4]=1[CH3:10].N1[CH2:19][CH2:18][CH:14]([C:15]([NH2:17])=[O:16])[CH2:13][CH2:12]1.[C:20](=O)([O-])O.[Na+]. The catalyst is O. The product is [CH3:10][C:4]1[CH:5]=[N:6][CH:7]=[C:8]([CH3:9])[C:3]=1[CH:20]1[CH2:19][CH2:18][CH:14]([C:15]([NH2:17])=[O:16])[CH2:13][CH2:12]1. The yield is 0.0400. (3) The reactants are [CH3:1][O:2][C:3]([C:5]1[N:6]([C:18]([O:20][C:21]([CH3:24])([CH3:23])[CH3:22])=[O:19])[C:7]2[C:12]([CH:13]=1)=[CH:11][C:10]([CH3:14])=[CH:9][C:8]=2[N+:15]([O-:17])=[O:16])=[O:4].[Br:25]N1C(=O)CCC1=O. The catalyst is C(Cl)(Cl)(Cl)Cl.CC(N=NC(C#N)(C)C)(C#N)C. The product is [CH3:1][O:2][C:3]([C:5]1[N:6]([C:18]([O:20][C:21]([CH3:24])([CH3:23])[CH3:22])=[O:19])[C:7]2[C:12]([CH:13]=1)=[CH:11][C:10]([CH2:14][Br:25])=[CH:9][C:8]=2[N+:15]([O-:17])=[O:16])=[O:4]. The yield is 1.00.